Dataset: Reaction yield outcomes from USPTO patents with 853,638 reactions. Task: Predict the reaction yield, written as a fraction of the theoretical maximum amount of product (1.0 means a 100% yield; for example, 0.34 means a 34% yield). (1) The reactants are [N:1]1[CH:2]=[C:3]([CH:10]2[CH2:15][CH2:14][N:13]([C:16]([O:18][C:19]([CH3:22])([CH3:21])[CH3:20])=[O:17])[CH2:12][CH2:11]2)[N:4]2[CH:9]=[CH:8][N:7]=[CH:6][C:5]=12.[C:23](OC(=O)C)(=[O:25])[CH3:24]. The catalyst is C(OCC)(=O)C.[C].[Pd]. The product is [C:23]([N:7]1[CH2:8][CH2:9][N:4]2[C:3]([CH:10]3[CH2:15][CH2:14][N:13]([C:16]([O:18][C:19]([CH3:22])([CH3:21])[CH3:20])=[O:17])[CH2:12][CH2:11]3)=[CH:2][N:1]=[C:5]2[CH2:6]1)(=[O:25])[CH3:24]. The yield is 0.410. (2) The yield is 0.580. The product is [F:1][C:2]1[CH:7]=[C:6]([F:8])[CH:5]=[CH:4][C:3]=1[C:9]([C:11]1[CH:16]=[CH:15][CH:14]=[C:13]([O:17][CH3:18])[CH:12]=1)=[O:10]. The reactants are [F:1][C:2]1[CH:7]=[C:6]([F:8])[CH:5]=[CH:4][C:3]=1[CH:9]([C:11]1[CH:16]=[CH:15][CH:14]=[C:13]([O:17][CH3:18])[CH:12]=1)[OH:10].C1(C)C=CC=CC=1.C(OCC)(=O)C. The catalyst is CCCCCCC.[O-2].[Mn+2]. (3) The reactants are [Cl:1][C:2]1[CH:3]=[CH:4][C:5]([OH:10])=[C:6]([CH:9]=1)[CH:7]=[O:8].[CH3:11][O:12][C:13](=[O:29])[C:14]([CH3:28])([CH3:27])[CH2:15]OS(C1C=CC(C)=CC=1)(=O)=O.C([O-])([O-])=O.[K+].[K+]. The catalyst is CN(C=O)C. The product is [CH3:11][O:12][C:13](=[O:29])[C:14]([CH3:28])([CH3:27])[CH2:15][O:10][C:5]1[CH:4]=[CH:3][C:2]([Cl:1])=[CH:9][C:6]=1[CH:7]=[O:8]. The yield is 0.925. (4) The reactants are [Li+].CC([N-]C(C)C)C.[N:9]1[CH:14]=[CH:13][CH:12]=[C:11]([CH3:15])[CH:10]=1.[Br:16][CH2:17][CH2:18][CH2:19][CH2:20][CH2:21][CH2:22][CH2:23][CH2:24][CH2:25][CH2:26][CH2:27]Br.[NH4+].[Cl-]. The catalyst is C1COCC1. The product is [N:9]1[CH:14]=[CH:13][CH:12]=[C:11]([CH2:15][CH2:27][CH2:26][CH2:25][CH2:24][CH2:23][CH2:22][CH2:21][CH2:20][CH2:19][CH2:18][CH2:17][Br:16])[CH:10]=1. The yield is 0.590.